This data is from Full USPTO retrosynthesis dataset with 1.9M reactions from patents (1976-2016). The task is: Predict the reactants needed to synthesize the given product. (1) Given the product [CH3:7][C:8]([CH2:16][CH2:17][CH2:18][CH:19]([CH3:26])[CH2:20][CH2:21][CH2:22][CH:23]([CH3:25])[CH3:24])=[CH:9][CH2:10][CH2:11][CH2:12][OH:13], predict the reactants needed to synthesize it. The reactants are: [H-].[Al+3].[Li+].[H-].[H-].[H-].[CH3:7][C:8]([CH2:16][CH2:17][CH2:18][CH:19]([CH3:26])[CH2:20][CH2:21][CH2:22][CH:23]([CH3:25])[CH3:24])=[CH:9][CH2:10][CH2:11][C:12](OC)=[O:13].S([O-])([O-])(=O)=O.[Na+].[Na+]. (2) Given the product [C:14]1([C@@H:20]([CH3:23])[CH2:21][NH:22][C:11]([C:2]2[CH:3]=[N:4][C:5]3[C:10](=[CH:9][CH:8]=[CH:7][CH:6]=3)[N:1]=2)=[O:12])[CH:19]=[CH:18][CH:17]=[CH:16][CH:15]=1, predict the reactants needed to synthesize it. The reactants are: [N:1]1[C:10]2[C:5](=[CH:6][CH:7]=[CH:8][CH:9]=2)[N:4]=[CH:3][C:2]=1[C:11](Cl)=[O:12].[C:14]1([C@@H:20]([CH3:23])[CH2:21][NH2:22])[CH:19]=[CH:18][CH:17]=[CH:16][CH:15]=1.N1C=CC=CC=1.